From a dataset of Forward reaction prediction with 1.9M reactions from USPTO patents (1976-2016). Predict the product of the given reaction. (1) Given the reactants [CH2:1]([O:3][CH2:4][CH:5]1[CH2:10][N:9]([S:11]([C:14]2[CH:19]=[CH:18][C:17]([F:20])=[CH:16][CH:15]=2)(=[O:13])=[O:12])[C:8]2[CH:21]=[C:22]([N+:25]([O-])=O)[CH:23]=[CH:24][C:7]=2[O:6]1)[CH3:2].C([O-])(O)=O.[Na+], predict the reaction product. The product is: [CH2:1]([O:3][CH2:4][CH:5]1[CH2:10][N:9]([S:11]([C:14]2[CH:15]=[CH:16][C:17]([F:20])=[CH:18][CH:19]=2)(=[O:12])=[O:13])[C:8]2[CH:21]=[C:22]([NH2:25])[CH:23]=[CH:24][C:7]=2[O:6]1)[CH3:2]. (2) Given the reactants [C:1]([O:5][C:6]([N:8]1[CH2:13][CH2:12][CH:11]([OH:14])[CH2:10][CH2:9]1)=[O:7])([CH3:4])([CH3:3])[CH3:2].[F:15][C:16]1[CH:21]=[C:20]([N+:22]([O-:24])=[O:23])[CH:19]=[CH:18][C:17]=1O.C1(P(C2C=CC=CC=2)C2C=CC=CC=2)C=CC=CC=1.N(C(OCC)=O)=NC(OCC)=O, predict the reaction product. The product is: [C:1]([O:5][C:6]([N:8]1[CH2:13][CH2:12][CH:11]([O:14][C:17]2[CH:18]=[CH:19][C:20]([N+:22]([O-:24])=[O:23])=[CH:21][C:16]=2[F:15])[CH2:10][CH2:9]1)=[O:7])([CH3:4])([CH3:2])[CH3:3]. (3) Given the reactants N[C:2]1[CH:3]=[N:4][C:5]([Cl:8])=[CH:6][CH:7]=1.N([O-])=O.[Na+].[S:13](=[O:15])=[O:14].[ClH:16], predict the reaction product. The product is: [Cl:8][C:5]1[N:4]=[CH:3][C:2]([S:13]([Cl:16])(=[O:15])=[O:14])=[CH:7][CH:6]=1.